This data is from Reaction yield outcomes from USPTO patents with 853,638 reactions. The task is: Predict the reaction yield, written as a fraction of the theoretical maximum amount of product (1.0 means a 100% yield; for example, 0.34 means a 34% yield). (1) The reactants are [NH2:1][C:2]1[N:3]=[C:4](Cl)[C:5]2[S:10][C:9](=[O:11])[N:8]([C@@H:12]3[O:24][C@H:23]([CH2:25][O:26][C:27](=[O:29])[CH3:28])[C@@H:18]([O:19][C:20](=[O:22])[CH3:21])[C@H:13]3[O:14][C:15](=[O:17])[CH3:16])[C:6]=2[N:7]=1. The catalyst is C(O)(=O)C. The product is [NH2:1][C:2]1[N:3]=[CH:4][C:5]2[S:10][C:9](=[O:11])[N:8]([C@@H:12]3[O:24][C@H:23]([CH2:25][O:26][C:27](=[O:29])[CH3:28])[C@@H:18]([O:19][C:20](=[O:22])[CH3:21])[C@H:13]3[O:14][C:15](=[O:17])[CH3:16])[C:6]=2[N:7]=1. The yield is 0.900. (2) The reactants are Cl[C:2]1[C:11]2[C:6](=[CH:7][C:8]([O:14][CH2:15][CH2:16][O:17][CH:18]3[CH2:23][CH2:22][CH2:21][CH2:20][O:19]3)=[C:9]([O:12][CH3:13])[CH:10]=2)[N:5]=[CH:4][N:3]=1.[OH:24][C:25]1[CH:30]=[CH:29][C:28]([CH2:31][C:32]([OH:34])=[O:33])=[CH:27][CH:26]=1. No catalyst specified. The product is [CH3:13][O:12][C:9]1[CH:10]=[C:11]2[C:6](=[CH:7][C:8]=1[O:14][CH2:15][CH2:16][O:17][CH:18]1[CH2:23][CH2:22][CH2:21][CH2:20][O:19]1)[N:5]=[CH:4][N:3]=[C:2]2[O:24][C:25]1[CH:26]=[CH:27][C:28]([CH2:31][C:32]([OH:34])=[O:33])=[CH:29][CH:30]=1. The yield is 0.740.